Predict the reaction yield, written as a fraction of the theoretical maximum amount of product (1.0 means a 100% yield; for example, 0.34 means a 34% yield). From a dataset of Reaction yield outcomes from USPTO patents with 853,638 reactions. (1) The reactants are [OH-].[Na+].[CH3:3][C:4]([CH3:37])([CH2:9][O:10][C:11]1[CH:16]=[CH:15][C:14]([C:17]2[CH:26]=[C:25]3[C:20]([C:21]([C:28](=[O:36])[NH:29][C:30]4[CH:35]=[CH:34][CH:33]=[CH:32][CH:31]=4)=[CH:22][C:23]([CH3:27])=[N:24]3)=[CH:19][CH:18]=2)=[CH:13][N:12]=1)[C:5]([O:7]C)=[O:6].O1CCCC1.Cl. The catalyst is CO. The product is [CH3:3][C:4]([CH3:37])([CH2:9][O:10][C:11]1[CH:16]=[CH:15][C:14]([C:17]2[CH:26]=[C:25]3[C:20]([C:21]([C:28](=[O:36])[NH:29][C:30]4[CH:35]=[CH:34][CH:33]=[CH:32][CH:31]=4)=[CH:22][C:23]([CH3:27])=[N:24]3)=[CH:19][CH:18]=2)=[CH:13][N:12]=1)[C:5]([OH:7])=[O:6]. The yield is 0.600. (2) The reactants are [Br:1][C:2]1[CH:7]=[CH:6][C:5]([N:8]2[CH2:13][CH2:12][NH:11][CH2:10][CH2:9]2)=[CH:4][CH:3]=1.[C:14](=O)([O-])[O-].[K+].[K+].CI. The catalyst is CN(C=O)C. The product is [Br:1][C:2]1[CH:3]=[CH:4][C:5]([N:8]2[CH2:13][CH2:12][N:11]([CH3:14])[CH2:10][CH2:9]2)=[CH:6][CH:7]=1. The yield is 0.730.